Dataset: Forward reaction prediction with 1.9M reactions from USPTO patents (1976-2016). Task: Predict the product of the given reaction. (1) The product is: [CH3:1][O:2][C:3]1[CH:4]=[C:5]2[C:10](=[CH:11][C:12]=1[O:13][CH3:14])[N:9]=[C:8]([C:15]1[CH:16]=[C:17]([O:25][CH3:26])[C:18]([O:23][CH3:24])=[C:19]([O:21][CH3:22])[CH:20]=1)[N:7]=[C:6]2[C:27]([N:36]1[CH2:35][CH2:34][C:33]2[C:38](=[CH:39][CH:40]=[CH:41][C:32]=2[OH:31])[CH2:37]1)=[O:28]. Given the reactants [CH3:1][O:2][C:3]1[CH:4]=[C:5]2[C:10](=[CH:11][C:12]=1[O:13][CH3:14])[N:9]=[C:8]([C:15]1[CH:20]=[C:19]([O:21][CH3:22])[C:18]([O:23][CH3:24])=[C:17]([O:25][CH3:26])[CH:16]=1)[N:7]=[C:6]2[C:27](O)=[O:28].Cl.[OH:31][C:32]1[CH:41]=[CH:40][CH:39]=[C:38]2[C:33]=1[CH2:34][CH2:35][NH:36][CH2:37]2, predict the reaction product. (2) Given the reactants [CH2:1]([N:8]1[C:16]2[C:11](=[CH:12][C:13]([OH:17])=[CH:14][CH:15]=2)[C:10]([C:18]([O:20]CC)=[O:19])=[C:9]1[CH:23]([CH3:25])[CH3:24])[C:2]1[CH:7]=[CH:6][CH:5]=[CH:4][CH:3]=1.[OH-].[Na+], predict the reaction product. The product is: [CH2:1]([N:8]1[C:16]2[C:11](=[CH:12][C:13]([OH:17])=[CH:14][CH:15]=2)[C:10]([C:18]([OH:20])=[O:19])=[C:9]1[CH:23]([CH3:25])[CH3:24])[C:2]1[CH:3]=[CH:4][CH:5]=[CH:6][CH:7]=1.